This data is from Full USPTO retrosynthesis dataset with 1.9M reactions from patents (1976-2016). The task is: Predict the reactants needed to synthesize the given product. (1) Given the product [NH2:20][C@H:21]1[CH2:24][C@H:23]([NH:25][C:2]2[C:7]([C:8]#[N:9])=[CH:6][N:5]=[C:4]([NH:10][CH2:11][CH2:12][C:13]3[CH:18]=[CH:17][CH:16]=[C:15]([Cl:19])[CH:14]=3)[N:3]=2)[C:22]1([CH3:34])[CH3:33], predict the reactants needed to synthesize it. The reactants are: Cl[C:2]1[C:7]([C:8]#[N:9])=[CH:6][N:5]=[C:4]([NH:10][CH2:11][CH2:12][C:13]2[CH:18]=[CH:17][CH:16]=[C:15]([Cl:19])[CH:14]=2)[N:3]=1.[NH2:20][CH:21]1[CH2:24][CH:23]([NH:25]C(=O)OC(C)(C)C)[C:22]1([CH3:34])[CH3:33].CCN(C(C)C)C(C)C. (2) Given the product [C:1]1([C:7]2[C:8]([C:18]([OH:20])=[O:19])=[N:9][O:10][C:11]=2[C:12]2[CH:13]=[CH:14][CH:15]=[CH:16][CH:17]=2)[CH:2]=[CH:3][CH:4]=[CH:5][CH:6]=1, predict the reactants needed to synthesize it. The reactants are: [C:1]1([C:7]2[C:8]([C:18]([O:20]C)=[O:19])=[N:9][O:10][C:11]=2[C:12]2[CH:17]=[CH:16][CH:15]=[CH:14][CH:13]=2)[CH:6]=[CH:5][CH:4]=[CH:3][CH:2]=1.[Li+].[OH-]. (3) Given the product [C:1]([C:4]1[S:8][C:7]([C:9]([NH:28][CH2:27][C:26]2[CH:29]=[CH:30][CH:31]=[C:24]([O:23][CH3:22])[CH:25]=2)=[O:11])=[CH:6][CH:5]=1)(=[O:3])[CH3:2], predict the reactants needed to synthesize it. The reactants are: [C:1]([C:4]1[S:8][C:7]([C:9]([OH:11])=O)=[CH:6][CH:5]=1)(=[O:3])[CH3:2].C1C=CC2N(O)N=NC=2C=1.[CH3:22][O:23][C:24]1[CH:25]=[C:26]([CH:29]=[CH:30][CH:31]=1)[CH2:27][NH2:28]. (4) Given the product [NH2:4][C:5]1[CH:12]=[CH:11][C:8]([CH:9]=[O:10])=[CH:7][C:6]=1[N+:13]([O-:15])=[O:14], predict the reactants needed to synthesize it. The reactants are: C([NH:4][C:5]1[CH:12]=[CH:11][C:8]([CH:9]=[O:10])=[CH:7][C:6]=1[N+:13]([O-:15])=[O:14])(=O)C.Cl. (5) The reactants are: [CH3:1][N:2]([CH3:19])[C:3](=[O:18])[C@H:4]([O:6][C:7]1[CH:16]=[CH:15][CH:14]=[C:13]2[C:8]=1[C:9](=O)[NH:10][CH:11]=[N:12]2)[CH3:5].[CH3:20][O:21][C:22]1[CH:23]=[C:24]([CH:36]=[CH:37][CH:38]=1)[CH2:25][N:26]1[C:34]2[C:29](=[CH:30][C:31]([NH2:35])=[CH:32][CH:33]=2)[CH:28]=[N:27]1. Given the product [CH3:20][O:21][C:22]1[CH:23]=[C:24]([CH:36]=[CH:37][CH:38]=1)[CH2:25][N:26]1[C:34]2[C:29](=[CH:30][C:31]([NH:35][C:9]3[C:8]4[C:13](=[CH:14][CH:15]=[CH:16][C:7]=4[O:6][C@H:4]([CH3:5])[C:3]([N:2]([CH3:19])[CH3:1])=[O:18])[N:12]=[CH:11][N:10]=3)=[CH:32][CH:33]=2)[CH:28]=[N:27]1, predict the reactants needed to synthesize it. (6) The reactants are: [CH2:1]1CCC(N=C=NC2CCCCC2)CC1.[O:16]=[C:17]1[CH2:20][CH:19]([C:21]([OH:23])=[O:22])[CH2:18]1.CO. Given the product [O:16]=[C:17]1[CH2:20][CH:19]([C:21]([O:23][CH3:1])=[O:22])[CH2:18]1, predict the reactants needed to synthesize it. (7) Given the product [CH3:1][O:2][C:3]([C@@H:5]([N:13]1[CH2:21][C:17]2[CH:18]=[CH:19][S:20][C:16]=2[CH2:15][CH2:14]1)[C:6]1[C:11]([Cl:12])=[CH:10][CH:9]=[CH:8][CH:7]=1)=[O:4].[ClH:22], predict the reactants needed to synthesize it. The reactants are: [CH3:1][O:2][C:3]([C@@H:5]([N:13]1[CH2:21][C:17]2[CH:18]=[CH:19][S:20][C:16]=2[CH2:15][CH2:14]1)[C:6]1[CH:7]=[CH:8][CH:9]=[CH:10][C:11]=1[Cl:12])=[O:4].[ClH:22]. (8) The reactants are: [F:1][C:2]([F:33])([F:32])[C:3]1[N:8]=[CH:7][C:6]([NH:9][C:10]2[N:15]=[N:14][C:13]([C:16]3[CH:21]=[CH:20][C:19]([CH:22]4[CH2:27][CH2:26][CH:25]([CH2:28][C:29]([NH2:31])=O)[CH2:24][CH2:23]4)=[CH:18][CH:17]=3)=[CH:12][CH:11]=2)=[CH:5][CH:4]=1.C1COCC1.FC(F)(F)C(OC(=O)C(F)(F)F)=O. Given the product [F:33][C:2]([F:1])([F:32])[C:3]1[N:8]=[CH:7][C:6]([NH:9][C:10]2[N:15]=[N:14][C:13]([C:16]3[CH:21]=[CH:20][C:19]([CH:22]4[CH2:23][CH2:24][CH:25]([CH2:28][C:29]#[N:31])[CH2:26][CH2:27]4)=[CH:18][CH:17]=3)=[CH:12][CH:11]=2)=[CH:5][CH:4]=1, predict the reactants needed to synthesize it. (9) Given the product [CH2:29]([O:30][C:31]([N:15]1[CH2:16][CH:17]2[CH:13]([O:18]2)[CH2:14]1)=[O:32])[C:2]1[CH:7]=[CH:6][CH:5]=[CH:4][CH:3]=1, predict the reactants needed to synthesize it. The reactants are: F[C:2]1[CH:7]=[CH:6][C:5]([N+]([O-])=O)=[C:4](F)[C:3]=1F.[CH:13]12[O:18][CH:17]1[CH2:16][NH:15][CH2:14]2.CCN(C(C)C)C(C)C.C[CH2:29][O:30][C:31](C)=[O:32]. (10) Given the product [F:1][C:2]1[CH:3]=[C:4]([CH:5]=[CH:6][C:7]=1[F:8])[CH2:9][O:10][C:14]1[CH:25]=[C:18]2[N:19]([CH3:24])[C@H:20]([CH3:23])[CH2:21][CH2:22][N:17]2[C:16](=[O:26])[N:15]=1, predict the reactants needed to synthesize it. The reactants are: [F:1][C:2]1[CH:3]=[C:4]([CH2:9][OH:10])[CH:5]=[CH:6][C:7]=1[F:8].[H-].[Na+].Cl[C:14]1[CH:25]=[C:18]2[N:19]([CH3:24])[C@H:20]([CH3:23])[CH2:21][CH2:22][N:17]2[C:16](=[O:26])[N:15]=1.